Dataset: Catalyst prediction with 721,799 reactions and 888 catalyst types from USPTO. Task: Predict which catalyst facilitates the given reaction. Reactant: CO.[N+:3]([C:6]1[CH:18]=[C:17]([C:19]2[CH:24]=[CH:23][CH:22]=[CH:21][CH:20]=2)[CH:16]=[CH:15][C:7]=1[C:8]([O:10][C:11]([CH3:14])([CH3:13])[CH3:12])=[O:9])([O-])=O. The catalyst class is: 770. Product: [NH2:3][C:6]1[CH:18]=[C:17]([C:19]2[CH:20]=[CH:21][CH:22]=[CH:23][CH:24]=2)[CH:16]=[CH:15][C:7]=1[C:8]([O:10][C:11]([CH3:14])([CH3:13])[CH3:12])=[O:9].